From a dataset of Full USPTO retrosynthesis dataset with 1.9M reactions from patents (1976-2016). Predict the reactants needed to synthesize the given product. (1) Given the product [F:46][C:33]1[C:34]([NH:39][S:40]([CH2:43][CH2:44][CH3:45])(=[O:41])=[O:42])=[CH:35][CH:36]=[C:37]([F:38])[C:32]=1[C:31]([NH:30][C:27]1[CH:28]=[C:29]2[C:21]([C:19](=[O:20])[CH2:18][N:13]3[CH2:14][CH2:15][CH2:16][CH:11]([F:10])[CH2:12]3)=[CH:22][NH:23][C:24]2=[N:25][CH:26]=1)=[O:47], predict the reactants needed to synthesize it. The reactants are: CCN(C(C)C)C(C)C.[F:10][CH:11]1[CH2:16][CH2:15][CH2:14][NH:13][CH2:12]1.Cl[CH2:18][C:19]([C:21]1[C:29]2[C:24](=[N:25][CH:26]=[C:27]([NH:30][C:31](=[O:47])[C:32]3[C:37]([F:38])=[CH:36][CH:35]=[C:34]([NH:39][S:40]([CH2:43][CH2:44][CH3:45])(=[O:42])=[O:41])[C:33]=3[F:46])[CH:28]=2)[NH:23][CH:22]=1)=[O:20]. (2) Given the product [Br:19][C:20]1[CH:25]=[CH:24][C:23]([CH2:26][N:9]2[C:8](=[O:13])[C:7]3[C:14]([F:16])=[CH:15][C:4]([CH:1]4[CH2:3][CH2:2]4)=[CH:5][C:6]=3[O:12][CH2:11][CH2:10]2)=[C:22]([F:28])[CH:21]=1, predict the reactants needed to synthesize it. The reactants are: [CH:1]1([C:4]2[CH:15]=[C:14]([F:16])[C:7]3[C:8](=[O:13])[NH:9][CH2:10][CH2:11][O:12][C:6]=3[CH:5]=2)[CH2:3][CH2:2]1.[H-].[Na+].[Br:19][C:20]1[CH:25]=[CH:24][C:23]([CH2:26]Br)=[C:22]([F:28])[CH:21]=1. (3) Given the product [Cl:1][C:2]1[C:3]([C:14]([NH:41][C@@H:42]2[CH2:47][CH2:46][CH2:45][C@H:44]([OH:48])[CH2:43]2)=[O:16])=[N:4][O:5][C:6]=1[C:7]1[CH:8]=[CH:9][C:10]([Cl:13])=[CH:11][CH:12]=1, predict the reactants needed to synthesize it. The reactants are: [Cl:1][C:2]1[C:3]([C:14]([OH:16])=O)=[N:4][O:5][C:6]=1[C:7]1[CH:12]=[CH:11][C:10]([Cl:13])=[CH:9][CH:8]=1.F[P-](F)(F)(F)(F)F.N1(OC(N(C)C)=[N+](C)C)C2N=CC=CC=2N=N1.[NH2:41][C@@H:42]1[CH2:47][CH2:46][CH2:45][C@H:44]([OH:48])[CH2:43]1.